Dataset: Forward reaction prediction with 1.9M reactions from USPTO patents (1976-2016). Task: Predict the product of the given reaction. (1) Given the reactants [CH:1]([O:4][C:5]1[C:12]([O:13][CH3:14])=[CH:11][C:8]([CH:9]=O)=[C:7]([N+:15]([O-:17])=[O:16])[CH:6]=1)([CH3:3])[CH3:2].C1(P(=[CH:37][C:38]([O:40][CH3:41])=[O:39])(C2C=CC=CC=2)C2C=CC=CC=2)C=CC=CC=1, predict the reaction product. The product is: [CH:1]([O:4][C:5]1[C:12]([O:13][CH3:14])=[CH:11][C:8](/[CH:9]=[CH:37]/[C:38]([O:40][CH3:41])=[O:39])=[C:7]([N+:15]([O-:17])=[O:16])[CH:6]=1)([CH3:3])[CH3:2]. (2) Given the reactants [C:1]([O:4][C@@H:5]([C@H:8]([C@@H:13]([C@@H:18]([CH2:23][O:24][C:25](=[O:27])[CH3:26])[O:19][C:20](=[O:22])[CH3:21])[O:14][C:15](=[O:17])[CH3:16])[O:9][C:10](=O)C)C=O)(=[O:3])[CH3:2].[CH3:28][C:29]1[CH:34]=[CH:33][C:32]([SH:35])=[CH:31][CH:30]=1.B(F)(F)F.CCOCC, predict the reaction product. The product is: [C:25]([O:24][C@H:23]1[C@@H:18]([O:19][C:20](=[O:22])[CH3:21])[C@H:13]([O:14][C:15](=[O:17])[CH3:16])[C@@H:8]([CH2:5][O:4][C:1](=[O:3])[CH3:2])[O:9][C@@H:10]1[S:35][C:32]1[CH:33]=[CH:34][C:29]([CH3:28])=[CH:30][CH:31]=1)(=[O:27])[CH3:26]. (3) Given the reactants [CH2:1]([O:3][C:4]1[CH:9]=[CH:8][C:7]([S:10](Cl)(=[O:12])=[O:11])=[CH:6][C:5]=1[C:14]1[NH:19][C:18](=[O:20])[C:17]2=[C:21]([CH3:27])[N:22]=[C:23]([CH2:24][CH2:25][CH3:26])[N:16]2[N:15]=1)[CH3:2].[CH2:28]([N:30]1[CH2:35][CH2:34][NH:33][CH2:32][CH2:31]1)[CH3:29].ClC1C=C(C=CC=1)C(OO)=[O:41], predict the reaction product. The product is: [CH2:1]([O:3][C:4]1[CH:9]=[CH:8][C:7]([S:10]([N:33]2[CH2:34][CH2:35][N:30]([CH2:28][CH3:29])([OH:41])[CH2:31][CH2:32]2)(=[O:12])=[O:11])=[CH:6][C:5]=1[C:14]1[NH:19][C:18](=[O:20])[C:17]2=[C:21]([CH3:27])[N:22]=[C:23]([CH2:24][CH2:25][CH3:26])[N:16]2[N:15]=1)[CH3:2]. (4) Given the reactants [NH2:1][C:2]1[CH:3]=[C:4]([NH:8][C:9]([NH:11][C:12]2[CH:17]=[CH:16][CH:15]=[CH:14][CH:13]=2)=[O:10])[CH:5]=[CH:6][CH:7]=1.C(N(CC)CC)C.[C:25]1([CH3:35])[CH:30]=[CH:29][CH:28]=[C:27]([S:31](Cl)(=[O:33])=[O:32])[CH:26]=1, predict the reaction product. The product is: [CH3:35][C:25]1[CH:26]=[C:27]([S:31]([NH:1][C:2]2[CH:7]=[CH:6][CH:5]=[C:4]([NH:8][C:9]([NH:11][C:12]3[CH:13]=[CH:14][CH:15]=[CH:16][CH:17]=3)=[O:10])[CH:3]=2)(=[O:33])=[O:32])[CH:28]=[CH:29][CH:30]=1. (5) Given the reactants [C:1]([O:5][C:6](=[O:22])[NH:7][C:8]1[CH:13]=[C:12]([O:14][CH2:15][CH3:16])[C:11]([C:17]([F:20])([F:19])[F:18])=[CH:10][C:9]=1[NH2:21])([CH3:4])([CH3:3])[CH3:2].C([O:27][C:28](=O)[CH2:29][C:30](=[O:43])[C:31]1[CH:36]=[CH:35][CH:34]=[C:33]([C:37]2[CH:42]=[CH:41][N:40]=[CH:39][CH:38]=2)[CH:32]=1)(C)(C)C, predict the reaction product. The product is: [C:1]([O:5][C:6](=[O:22])[NH:7][C:8]1[CH:13]=[C:12]([O:14][CH2:15][CH3:16])[C:11]([C:17]([F:20])([F:19])[F:18])=[CH:10][C:9]=1[NH:21][C:28](=[O:27])[CH2:29][C:30](=[O:43])[C:31]1[CH:36]=[CH:35][CH:34]=[C:33]([C:37]2[CH:38]=[CH:39][N:40]=[CH:41][CH:42]=2)[CH:32]=1)([CH3:2])([CH3:3])[CH3:4]. (6) Given the reactants [C:1]([C:3]1[CH:4]=[CH:5][C:6]2[S:10][C:9]([C:11]([OH:13])=O)=[CH:8][C:7]=2[CH:14]=1)#[N:2].Cl.[Cl:16][C:17]1[CH:18]=[C:19]2[C:24](=[CH:25][CH:26]=1)[CH:23]=[C:22]([S:27]([N:30]1[CH2:35][CH2:34][NH:33][CH2:32][CH2:31]1)(=[O:29])=[O:28])[CH:21]=[CH:20]2, predict the reaction product. The product is: [Cl:16][C:17]1[CH:18]=[C:19]2[C:24](=[CH:25][CH:26]=1)[CH:23]=[C:22]([S:27]([N:30]1[CH2:31][CH2:32][N:33]([C:11]([C:9]3[S:10][C:6]4[CH:5]=[CH:4][C:3]([C:1]#[N:2])=[CH:14][C:7]=4[CH:8]=3)=[O:13])[CH2:34][CH2:35]1)(=[O:28])=[O:29])[CH:21]=[CH:20]2. (7) Given the reactants [F:1][C:2]1[CH:3]=[C:4]([CH:9]2[NH:14][C:13](=[O:15])[C:12]([CH3:17])([CH3:16])[C:11](=[O:18])[CH2:10]2)[CH:5]=[C:6]([F:8])[CH:7]=1.[BH4-].[Na+], predict the reaction product. The product is: [F:8][C:6]1[CH:5]=[C:4]([C@H:9]2[NH:14][C:13](=[O:15])[C:12]([CH3:16])([CH3:17])[C@@H:11]([OH:18])[CH2:10]2)[CH:3]=[C:2]([F:1])[CH:7]=1.